This data is from Forward reaction prediction with 1.9M reactions from USPTO patents (1976-2016). The task is: Predict the product of the given reaction. (1) Given the reactants [NH:1]1[CH2:6][CH2:5][O:4][CH2:3][CH2:2]1.Cl[CH2:8][Si:9]([O:16][CH2:17][CH3:18])([O:13][CH2:14][CH3:15])[O:10][CH2:11][CH3:12].C(N)CN, predict the reaction product. The product is: [NH:1]1[CH2:6][CH2:5][O:4][CH2:3][CH2:2]1.[CH2:14]([O:13][Si:9]([CH2:8][N:1]1[CH2:6][CH2:5][O:4][CH2:3][CH2:2]1)([O:16][CH2:17][CH3:18])[O:10][CH2:11][CH3:12])[CH3:15]. (2) Given the reactants Br[CH2:2][C:3]1[CH:8]=[CH:7][CH:6]=[CH:5][C:4]=1[F:9].[CH3:10][O:11][C:12]1[CH:13]=[C:14]([CH:17]=[CH:18][C:19]=1[OH:20])[CH:15]=[O:16].C([O-])([O-])=O.[K+].[K+], predict the reaction product. The product is: [F:9][C:4]1[CH:5]=[CH:6][CH:7]=[CH:8][C:3]=1[CH2:2][O:20][C:19]1[CH:18]=[CH:17][C:14]([CH:15]=[O:16])=[CH:13][C:12]=1[O:11][CH3:10]. (3) Given the reactants [CH2:1]([O:5][C:6]1[C:18]([O:19][CH3:20])=[CH:17][CH:16]=[CH:15][C:7]=1[CH2:8][N:9]([CH3:14])[C:10](=[O:13])[CH:11]=[CH2:12])[CH:2]([CH3:4])[CH3:3].C(N(C(C)C)CC)(C)C.Br[C:31]1[CH:32]=[C:33]2[C:38](=[N:39][CH:40]=1)[NH:37][C:36](=[O:41])[CH2:35][CH2:34]2.CC1C=CC=CC=1P(C1C=CC=CC=1C)C1C=CC=CC=1C, predict the reaction product. The product is: [CH2:1]([O:5][C:6]1[C:18]([O:19][CH3:20])=[CH:17][CH:16]=[CH:15][C:7]=1[CH2:8][N:9]([CH3:14])[C:10](=[O:13])/[CH:11]=[CH:12]/[C:31]1[CH:40]=[N:39][C:38]2[NH:37][C:36](=[O:41])[CH2:35][CH2:34][C:33]=2[CH:32]=1)[CH:2]([CH3:3])[CH3:4]. (4) Given the reactants [NH:1]1[CH2:6][CH2:5][NH:4][CH2:3][C:2]1=[O:7].[Cl:8][C:9]1[CH:10]=[C:11]([S:16](Cl)(=[O:18])=[O:17])[CH:12]=[CH:13][C:14]=1[Cl:15].C(N(C(C)C)CC)(C)C, predict the reaction product. The product is: [Cl:8][C:9]1[CH:10]=[C:11]([S:16]([N:4]2[CH2:5][CH2:6][NH:1][C:2](=[O:7])[CH2:3]2)(=[O:17])=[O:18])[CH:12]=[CH:13][C:14]=1[Cl:15]. (5) Given the reactants [CH2:1]1[C:9]2[C:8]3[CH:10]=[CH:11][CH:12]=[CH:13][C:7]=3[O:6][C:5]=2[CH2:4][CH2:3][CH:2]1[NH2:14].[C:15](Cl)(=[O:24])[C:16]1[CH:21]=[CH:20][C:19]([O:22][CH3:23])=[CH:18][CH:17]=1.C(N(CC)CC)C, predict the reaction product. The product is: [CH3:23][O:22][C:19]1[CH:20]=[CH:21][C:16]([C:15]([NH:14][C:2]2[CH:3]=[CH:4][C:5]3[O:6][C:7]4[CH2:13][CH2:12][CH2:11][CH2:10][C:8]=4[C:9]=3[CH:1]=2)=[O:24])=[CH:17][CH:18]=1. (6) The product is: [C:1]([O:5][C:6]([NH:8][CH:9]([C@H:15]([CH3:23])[CH2:16][CH:17]([CH3:22])[CH2:18][CH2:19][CH:20]=[CH2:21])[C:10]([OH:12])=[O:11])=[O:7])([CH3:4])([CH3:3])[CH3:2]. Given the reactants [C:1]([O:5][C:6]([NH:8][CH:9]([C@H:15]([CH2:23]OC)[CH2:16][CH:17]([CH3:22])[CH2:18][CH2:19][CH:20]=[CH2:21])[C:10]([O:12]CC)=[O:11])=[O:7])([CH3:4])([CH3:3])[CH3:2].CO.[Li+].[OH-], predict the reaction product. (7) The product is: [Cl:1][C:2]1[CH:3]=[N:4][N:5]([CH3:16])[C:6]=1[C:7]1[CH:8]=[C:9]([C:13]([NH:26][C@H:27]([CH2:28][N:29]2[C:37](=[O:38])[C:36]3[C:31](=[CH:32][CH:33]=[CH:34][CH:35]=3)[C:30]2=[O:39])[CH2:40][CH:41]2[CH2:46][CH2:45][CH2:44][CH2:43][CH2:42]2)=[O:15])[S:10][C:11]=1[CH3:12]. Given the reactants [Cl:1][C:2]1[CH:3]=[N:4][N:5]([CH3:16])[C:6]=1[C:7]1[CH:8]=[C:9]([C:13]([OH:15])=O)[S:10][C:11]=1[CH3:12].C(N(CC)C(C)C)(C)C.[NH2:26][C@@H:27]([CH2:40][CH:41]1[CH2:46][CH2:45][CH2:44][CH2:43][CH2:42]1)[CH2:28][N:29]1[C:37](=[O:38])[C:36]2[C:31](=[CH:32][CH:33]=[CH:34][CH:35]=2)[C:30]1=[O:39].CC(OC(N[C@H](C(O)=O)CC1C=CC=CC=1C(F)(F)F)=O)(C)C.F[P-](F)(F)(F)(F)F.Br[P+](N1CCCC1)(N1CCCC1)N1CCCC1, predict the reaction product.